From a dataset of Peptide-MHC class I binding affinity with 185,985 pairs from IEDB/IMGT. Regression. Given a peptide amino acid sequence and an MHC pseudo amino acid sequence, predict their binding affinity value. This is MHC class I binding data. The peptide sequence is IYKTRHTGI. The MHC is HLA-A01:01 with pseudo-sequence HLA-A01:01. The binding affinity (normalized) is 0.